From a dataset of Catalyst prediction with 721,799 reactions and 888 catalyst types from USPTO. Predict which catalyst facilitates the given reaction. (1) Reactant: [CH3:1][C:2]1([CH3:8])[CH2:6][O:5][C:4](=[O:7])[NH:3]1.[Cl:9][C:10]1[N:15]=[C:14](Cl)[CH:13]=[C:12]([Cl:17])[N:11]=1.[H-].[Na+]. Product: [Cl:9][C:10]1[N:15]=[C:14]([N:3]2[C:2]([CH3:8])([CH3:1])[CH2:6][O:5][C:4]2=[O:7])[CH:13]=[C:12]([Cl:17])[N:11]=1. The catalyst class is: 31. (2) Reactant: BrC1C=C(C=CC=1C)N.[NH2:10][C:11]1[CH:12]=[CH:13][C:14]([CH3:27])=[C:15]([C:17]2[CH:22]=[CH:21][C:20]([C:23]([O:25][CH3:26])=[O:24])=[CH:19][CH:18]=2)[CH:16]=1.COC(C1C=CC(B(O)O)=CC=1)=O.C(=O)([O-])[O-].[Cs+].[Cs+]. Product: [NH2:10][C:11]1[CH:12]=[CH:13][C:14]([CH3:27])=[C:15]([C:17]2[CH:22]=[CH:21][C:20]([C:23]([O:25][CH3:26])=[O:24])=[CH:19][CH:18]=2)[CH:16]=1. The catalyst class is: 104. (3) Reactant: [H-].[Na+].[CH2:3]([C:9]([O:11][CH2:12][CH3:13])=[O:10])[C:4]([O:6][CH2:7][CH3:8])=[O:5].N#N.[F:16][C:17]1[CH:22]=[C:21]([N+:23]([O-:25])=[O:24])[C:20]([F:26])=[CH:19][C:18]=1F. Product: [F:16][C:17]1[CH:22]=[C:21]([N+:23]([O-:25])=[O:24])[C:20]([F:26])=[CH:19][C:18]=1[CH:3]([C:4]([O:6][CH2:7][CH3:8])=[O:5])[C:9]([O:11][CH2:12][CH3:13])=[O:10]. The catalyst class is: 18. (4) Reactant: [CH3:1][S:2]([OH:5])(=[O:4])=[O:3].[CH3:6][O:7][C:8]1[CH:13]=[CH:12][C:11]([C:14]2[O:18][C:17]([CH3:20])([CH3:19])[C:16](=[O:21])[C:15]=2[C:22]2[CH:27]=[CH:26][C:25]([O:28][CH2:29][C:30]3[CH:35]=[CH:34][C:33]([CH3:36])=[CH:32][N:31]=3)=[CH:24][CH:23]=2)=[CH:10][CH:9]=1. Product: [CH3:1][S:2]([OH:5])(=[O:4])=[O:3].[CH3:6][O:7][C:8]1[CH:9]=[CH:10][C:11]([C:14]2[O:18][C:17]([CH3:20])([CH3:19])[C:16](=[O:21])[C:15]=2[C:22]2[CH:27]=[CH:26][C:25]([O:28][CH2:29][C:30]3[CH:35]=[CH:34][C:33]([CH3:36])=[CH:32][N:31]=3)=[CH:24][CH:23]=2)=[CH:12][CH:13]=1. The catalyst class is: 343.